From a dataset of Full USPTO retrosynthesis dataset with 1.9M reactions from patents (1976-2016). Predict the reactants needed to synthesize the given product. (1) Given the product [NH2:1][CH2:4][C:5]1[CH:22]=[CH:21][C:20]([Cl:23])=[CH:19][C:6]=1[O:7][CH2:8][C:9]1[CH:18]=[CH:17][C:12]([C:13]([O:15][CH3:16])=[O:14])=[CH:11][CH:10]=1, predict the reactants needed to synthesize it. The reactants are: [N:1]([CH2:4][C:5]1[CH:22]=[CH:21][C:20]([Cl:23])=[CH:19][C:6]=1[O:7][CH2:8][C:9]1[CH:18]=[CH:17][C:12]([C:13]([O:15][CH3:16])=[O:14])=[CH:11][CH:10]=1)=[N+]=[N-].C1(P(C2C=CC=CC=2)C2C=CC=CC=2)C=CC=CC=1.O. (2) Given the product [CH:12]([C:3]1[CH:4]=[CH:5][C:6]2[C:11](=[CH:10][CH:9]=[CH:8][CH:7]=2)[C:2]=1[CH:22]=[O:23])=[CH:13][CH3:14], predict the reactants needed to synthesize it. The reactants are: Br[C:2]1[C:11]2[C:6](=[CH:7][CH:8]=[CH:9][CH:10]=2)[CH:5]=[CH:4][C:3]=1[CH:12]=[CH:13][CH3:14].C([Li])CCC.CN(C)[CH:22]=[O:23].[Cl-].[NH4+]. (3) Given the product [N:3]([CH2:6][CH:7]1[N:12]([CH3:28])[C:11]2[C:13]([C:18]3[CH:23]=[CH:22][C:21]([O:24][CH3:25])=[CH:20][C:19]=3[CH3:26])=[CH:14][C:15]([Cl:17])=[CH:16][C:10]=2[O:9][CH2:8]1)=[N+:4]=[N-:5], predict the reactants needed to synthesize it. The reactants are: [H-].[Na+].[N:3]([CH2:6][CH:7]1[NH:12][C:11]2[C:13]([C:18]3[CH:23]=[CH:22][C:21]([O:24][CH3:25])=[CH:20][C:19]=3[CH3:26])=[CH:14][C:15]([Cl:17])=[CH:16][C:10]=2[O:9][CH2:8]1)=[N+:4]=[N-:5].I[CH3:28]. (4) Given the product [CH2:1]([C:3]1[S:22][C:6]2[N:7]([CH2:24][C:25]3[CH:30]=[CH:29][C:28]([C:31]4[CH:36]=[CH:35][CH:34]=[CH:33][C:32]=4[C:37]4[NH:41][C:40](=[O:47])[O:39][N:38]=4)=[CH:27][CH:26]=3)[C:8](=[O:21])[N:9]([CH2:12][CH2:13][CH2:14][C:15]3[CH:16]=[CH:17][CH:18]=[CH:19][CH:20]=3)[C:10](=[O:11])[C:5]=2[CH:4]=1)[CH3:2], predict the reactants needed to synthesize it. The reactants are: [CH2:1]([C:3]1[S:22][C:6]2[NH:7][C:8](=[O:21])[N:9]([CH2:12][CH2:13][CH2:14][C:15]3[CH:20]=[CH:19][CH:18]=[CH:17][CH:16]=3)[C:10](=[O:11])[C:5]=2[CH:4]=1)[CH3:2].Br[CH2:24][C:25]1[CH:30]=[CH:29][C:28]([C:31]2[CH:36]=[CH:35][CH:34]=[CH:33][C:32]=2[C:37]2[N:41]=[C:40](C(Cl)(Cl)Cl)[O:39][N:38]=2)=[CH:27][CH:26]=1.C(=O)([O-])[O-:47].[K+].[K+].CN(C)C=O.